Dataset: Full USPTO retrosynthesis dataset with 1.9M reactions from patents (1976-2016). Task: Predict the reactants needed to synthesize the given product. (1) Given the product [C:26]([O:30][C:31]([N:33]1[CH2:38][CH2:37][CH:36]([NH:39][C:16]2[N:15]=[C:14]([C:20]([F:23])([F:22])[F:21])[C:13]([C:11](=[O:12])[NH:10][C:7]3[CH:8]=[CH:9][C:4]([O:3][C:2]([F:25])([F:24])[F:1])=[CH:5][CH:6]=3)=[CH:18][N:17]=2)[CH2:35][CH2:34]1)=[O:32])([CH3:29])([CH3:27])[CH3:28], predict the reactants needed to synthesize it. The reactants are: [F:1][C:2]([F:25])([F:24])[O:3][C:4]1[CH:9]=[CH:8][C:7]([NH:10][C:11]([C:13]2[C:14]([C:20]([F:23])([F:22])[F:21])=[N:15][C:16](Cl)=[N:17][CH:18]=2)=[O:12])=[CH:6][CH:5]=1.[C:26]([O:30][C:31]([N:33]1[CH2:38][CH2:37][CH:36]([NH2:39])[CH2:35][CH2:34]1)=[O:32])([CH3:29])([CH3:28])[CH3:27].C(N(CC)CC)C. (2) Given the product [Cl:62][C:63]1[CH:68]=[CH:67][C:66]([CH2:69][NH:70][C:59](=[O:61])[CH2:58][C@H:39]2[C:38](=[O:37])[O:49][C@H:48]3[CH2:50][C:51]4[CH:52]=[CH:53][CH:54]=[CH:55][C:56]=4[C@H:47]3[NH:46][C:45](=[O:57])[CH2:44][CH2:43][CH:42]=[CH:41][CH2:40]2)=[CH:65][CH:64]=1, predict the reactants needed to synthesize it. The reactants are: O=C1O[C@H]2CC3C=CC=CC=3[C@H]2NC(=O)CCC=CC[C@H]1CC(OC(C)(C)C)=O.FC(F)(F)C(O)=O.[O:37]=[C:38]1[O:49][C@H:48]2[CH2:50][C:51]3[CH:52]=[CH:53][CH:54]=[CH:55][C:56]=3[C@H:47]2[NH:46][C:45](=[O:57])[CH2:44][CH2:43][CH:42]=[CH:41][CH2:40][C@H:39]1[CH2:58][C:59]([OH:61])=O.[Cl:62][C:63]1[CH:68]=[CH:67][C:66]([CH2:69][NH2:70])=[CH:65][CH:64]=1.